Dataset: Full USPTO retrosynthesis dataset with 1.9M reactions from patents (1976-2016). Task: Predict the reactants needed to synthesize the given product. (1) Given the product [C:1]([O:5][C:6]([NH:8][CH2:9][CH2:10][N:11]1[CH:15]=[CH:14][C:13](/[CH:16]=[C:17]2\[CH2:18][N:19]([C:24]([C:31]3[CH:32]=[CH:33][CH:34]=[CH:35][CH:36]=3)([C:37]3[CH:38]=[CH:39][CH:40]=[CH:41][CH:42]=3)[C:25]3[CH:26]=[CH:27][CH:28]=[CH:29][CH:30]=3)[CH2:20][CH2:21][CH:22]\2[OH:23])=[N:12]1)=[O:7])([CH3:4])([CH3:2])[CH3:3], predict the reactants needed to synthesize it. The reactants are: [C:1]([O:5][C:6]([NH:8][CH2:9][CH2:10][N:11]1[CH:15]=[CH:14][C:13](/[CH:16]=[C:17]2\[CH2:18][N:19]([C:24]([C:37]3[CH:42]=[CH:41][CH:40]=[CH:39][CH:38]=3)([C:31]3[CH:36]=[CH:35][CH:34]=[CH:33][CH:32]=3)[C:25]3[CH:30]=[CH:29][CH:28]=[CH:27][CH:26]=3)[CH2:20][CH2:21][C:22]\2=[O:23])=[N:12]1)=[O:7])([CH3:4])([CH3:3])[CH3:2].ClCCl.CO.[BH4-].[Na+]. (2) Given the product [CH3:1][O:2][C:3]1[C:4]([C:25]2[N:30]=[N:29][C:28]([N:31]([CH3:42])[CH:32]3[CH2:37][C:36]([CH3:38])([CH3:39])[NH:35][C:34]([CH3:41])([CH3:40])[CH2:33]3)=[CH:27][CH:26]=2)=[CH:5][C:6]2[N:10]=[C:9]([CH3:11])[N:8]([CH2:12][O:13][CH2:14][CH2:15][Si:16]([CH3:19])([CH3:18])[CH3:17])[C:7]=2[CH:20]=1, predict the reactants needed to synthesize it. The reactants are: [CH3:1][O:2][C:3]1[C:4](B(O)O)=[CH:5][C:6]2[N:10]=[C:9]([CH3:11])[N:8]([CH2:12][O:13][CH2:14][CH2:15][Si:16]([CH3:19])([CH3:18])[CH3:17])[C:7]=2[CH:20]=1.Cl[C:25]1[N:30]=[N:29][C:28]([N:31]([CH3:42])[CH:32]2[CH2:37][C:36]([CH3:39])([CH3:38])[NH:35][C:34]([CH3:41])([CH3:40])[CH2:33]2)=[CH:27][CH:26]=1. (3) Given the product [C:15]([N:11]1[CH2:12][CH:13]=[CH:14][C@H:10]1[CH2:9][O:8][S:24]([CH3:23])(=[O:26])=[O:25])(=[O:16])[C:17]1[CH:22]=[CH:21][CH:20]=[CH:19][CH:18]=1, predict the reactants needed to synthesize it. The reactants are: C(N(CC)CC)C.[OH:8][CH2:9][C@@H:10]1[CH:14]=[CH:13][CH2:12][N:11]1[C:15]([C:17]1[CH:22]=[CH:21][CH:20]=[CH:19][CH:18]=1)=[O:16].[CH3:23][S:24](Cl)(=[O:26])=[O:25]. (4) Given the product [F:18][C:19]1[CH:33]=[CH:32][C:22]([O:23][C:24]2[CH:31]=[CH:30][C:27]([CH2:28][NH:1][CH2:2][C:3]3[CH:4]=[C:5]([CH:15]=[CH:16][CH:17]=3)[CH2:6][NH:7][C:8](=[O:14])[O:9][C:10]([CH3:12])([CH3:13])[CH3:11])=[CH:26][CH:25]=2)=[CH:21][CH:20]=1, predict the reactants needed to synthesize it. The reactants are: [NH2:1][CH2:2][C:3]1[CH:4]=[C:5]([CH:15]=[CH:16][CH:17]=1)[CH2:6][NH:7][C:8](=[O:14])[O:9][C:10]([CH3:13])([CH3:12])[CH3:11].[F:18][C:19]1[CH:33]=[CH:32][C:22]([O:23][C:24]2[CH:31]=[CH:30][C:27]([CH:28]=O)=[CH:26][CH:25]=2)=[CH:21][CH:20]=1.[Na]. (5) Given the product [Cl:10][C:11]1[N:12]=[C:13]([N:22]2[CH2:27][CH2:26][O:25][CH2:24][CH2:23]2)[C:14]2[CH:19]=[C:18]([CH2:20][N:8]([CH3:9])[CH:5]3[CH2:6][CH2:7][N:2]([CH3:1])[CH2:3][CH2:4]3)[S:17][C:15]=2[N:16]=1, predict the reactants needed to synthesize it. The reactants are: [CH3:1][N:2]1[CH2:7][CH2:6][CH:5]([NH:8][CH3:9])[CH2:4][CH2:3]1.[Cl:10][C:11]1[N:12]=[C:13]([N:22]2[CH2:27][CH2:26][O:25][CH2:24][CH2:23]2)[C:14]2[CH:19]=[C:18]([CH:20]=O)[S:17][C:15]=2[N:16]=1.